This data is from Reaction yield outcomes from USPTO patents with 853,638 reactions. The task is: Predict the reaction yield, written as a fraction of the theoretical maximum amount of product (1.0 means a 100% yield; for example, 0.34 means a 34% yield). (1) The reactants are [F:1][C:2]1[C:11]([C:12]2[CH:17]=[CH:16][CH:15]=[CH:14][N:13]=2)=[CH:10][C:9]2[N:8]([CH2:18][C:19]([F:22])([F:21])[F:20])[C:7](=[O:23])[C:6]3[CH2:24][N:25](C4CCCCO4)[NH:26][C:5]=3[C:4]=2[CH:3]=1.[ClH:33]. The catalyst is O1CCOCC1. The product is [ClH:33].[F:1][C:2]1[C:11]([C:12]2[CH:17]=[CH:16][CH:15]=[CH:14][N:13]=2)=[CH:10][C:9]2[N:8]([CH2:18][C:19]([F:21])([F:22])[F:20])[C:7](=[O:23])[C:6]3[CH:24]=[N:25][NH:26][C:5]=3[C:4]=2[CH:3]=1. The yield is 0.750. (2) The reactants are Cl[C:2]1[N:7]=[C:6]([CH3:8])[N:5]=[C:4]([N:9]([CH3:18])[CH2:10][CH2:11][C:12]2[CH:17]=[CH:16][N:15]=[CH:14][CH:13]=2)[C:3]=1[F:19].O.[NH2:21][NH2:22]. The catalyst is CS(C)=O. The product is [F:19][C:3]1[C:4]([N:9]([CH3:18])[CH2:10][CH2:11][C:12]2[CH:17]=[CH:16][N:15]=[CH:14][CH:13]=2)=[N:5][C:6]([CH3:8])=[N:7][C:2]=1[NH:21][NH2:22]. The yield is 0.630. (3) The reactants are [Cl:1][C:2]1[CH:3]=C(C=[CH:8][C:9]=1O)C=O.[N+:11](C)([O-:13])=[O:12].[C:15]([O-:18])(=O)[CH3:16].[NH4+].[C:20](O)(=O)[CH3:21]. No catalyst specified. The product is [Cl:1][C:2]1[CH:3]=[C:15]([OH:18])[CH:16]=[CH:8][C:9]=1[CH:20]=[CH:21][N+:11]([O-:13])=[O:12]. The yield is 0.800.